From a dataset of Forward reaction prediction with 1.9M reactions from USPTO patents (1976-2016). Predict the product of the given reaction. (1) The product is: [NH:67]1[C:68]2[C:73](=[CH:72][CH:71]=[CH:70][CH:69]=2)[C:65]([CH2:64][NH:47][CH2:14][C:15]2[CH:16]=[CH:17][C:18]([CH2:21][CH2:22][CH2:23][NH:24][C:25](=[O:36])[CH2:26][O:27][CH2:28][C:29]3[CH:30]=[CH:31][C:32]([F:35])=[CH:33][CH:34]=3)=[CH:19][CH:20]=2)=[CH:66]1. Given the reactants N1C2C(=CC=CC=2)C(CCNC[CH2:14][C:15]2[CH:20]=[CH:19][C:18]([CH2:21][CH2:22][CH2:23][NH:24][C:25](=[O:36])[CH2:26][O:27][CH2:28][C:29]3[CH:34]=[CH:33][C:32]([F:35])=[CH:31][CH:30]=3)=[CH:17][CH:16]=2)=C1.FC1C=CC(COCC([NH:47]CCCC2C=CC(CC=O)=CC=2)=O)=CC=1.NC[CH2:64][C:65]1[C:73]2[C:68](=[CH:69][CH:70]=[CH:71][CH:72]=2)[NH:67][CH:66]=1, predict the reaction product. (2) Given the reactants [C:1]([C@H:4]([C@@H:6]([C:8]([O-:10])=[O:9])[OH:7])[OH:5])([O-:3])=[O:2].[C:11]([NH:15][C:16]([NH2:18])=[O:17])([CH3:14])([CH3:13])[CH3:12], predict the reaction product. The product is: [C:11]([NH:15][C:16]([NH2:18])=[O:17])([CH3:14])([CH3:13])[CH3:12].[C:8]([OH:10])(=[O:9])[C@H:6]([C@@H:4]([C:1]([OH:3])=[O:2])[OH:5])[OH:7]. (3) Given the reactants [CH:1]1([CH2:7][N:8]2[C:12]([C:13]3[CH:18]=[CH:17][C:16]([CH:19]=O)=[C:15]([C:21]([F:24])([F:23])[F:22])[CH:14]=3)=[CH:11][C:10]([C:25]([NH:27][CH:28]3[CH2:33][CH2:32][O:31][CH2:30][CH2:29]3)=[O:26])=[C:9]2[CH3:34])[CH2:6][CH2:5][CH2:4][CH2:3][CH2:2]1.[NH:35]1[CH2:40][CH2:39][O:38][CH2:37][CH2:36]1.[BH-](OC(C)=O)(OC(C)=O)OC(C)=O.[Na+], predict the reaction product. The product is: [CH:1]1([CH2:7][N:8]2[C:12]([C:13]3[CH:18]=[CH:17][C:16]([CH2:19][N:35]4[CH2:40][CH2:39][O:38][CH2:37][CH2:36]4)=[C:15]([C:21]([F:24])([F:22])[F:23])[CH:14]=3)=[CH:11][C:10]([C:25]([NH:27][CH:28]3[CH2:29][CH2:30][O:31][CH2:32][CH2:33]3)=[O:26])=[C:9]2[CH3:34])[CH2:6][CH2:5][CH2:4][CH2:3][CH2:2]1.